This data is from Forward reaction prediction with 1.9M reactions from USPTO patents (1976-2016). The task is: Predict the product of the given reaction. (1) The product is: [ClH:1].[C:13]([C@@:10]1([CH:15]([CH3:17])[CH3:16])[CH2:11][CH2:12][N:8]([C:6]2[CH:5]=[CH:4][N:3]=[C:2]([NH:19][C:20]3[CH:21]=[N:22][N:23]([CH2:25][C:26]([N:28]([CH3:30])[CH3:29])=[O:27])[CH:24]=3)[N:7]=2)[C:9]1=[O:18])#[N:14]. Given the reactants [Cl:1][C:2]1[N:7]=[C:6]([N:8]2[CH2:12][CH2:11][C@:10]([CH:15]([CH3:17])[CH3:16])([C:13]#[N:14])[C:9]2=[O:18])[CH:5]=[CH:4][N:3]=1.[NH2:19][C:20]1[CH:21]=[N:22][N:23]([CH2:25][C:26]([N:28]([CH3:30])[CH3:29])=[O:27])[CH:24]=1.C(O)(=O)C, predict the reaction product. (2) Given the reactants [CH:1]1([NH:6][C:7]2[CH:8]=[CH:9][CH:10]=[C:11]3[C:15]=2[NH:14][C:13]([C:16]2[S:17][CH2:18][C@@H:19]([CH2:21][C:22]([OH:24])=O)[N:20]=2)=[CH:12]3)[CH2:5][CH2:4][CH2:3][CH2:2]1.O[NH:26][C:27]([N:29]1[CH2:34][CH2:33][CH2:32][CH2:31][CH2:30]1)=[NH:28], predict the reaction product. The product is: [CH:1]1([NH:6][C:7]2[CH:8]=[CH:9][CH:10]=[C:11]3[C:15]=2[NH:14][C:13]([C:16]2[S:17][CH2:18][C@@H:19]([CH2:21][C:22]4[O:24][N:28]=[C:27]([N:29]5[CH2:34][CH2:33][CH2:32][CH2:31][CH2:30]5)[N:26]=4)[N:20]=2)=[CH:12]3)[CH2:5][CH2:4][CH2:3][CH2:2]1. (3) Given the reactants [Si]([O:8][CH2:9][C:10]1[CH:17]=[CH:16][C:13]([CH:14]=O)=[CH:12][N:11]=1)(C(C)(C)C)(C)C.[CH2:18]([N:20]1[C:26](=[O:27])[C:25]([CH3:29])([CH3:28])[C:24](=[O:30])[N:23]([CH3:31])[C:22]2[CH:32]=[C:33]([CH2:36][NH:37][CH2:38][CH2:39][N:40]3[CH:49]=[CH:48][C:47]4[C:42](=[CH:43][CH:44]=[CH:45][CH:46]=4)[C:41]3=[O:50])[CH:34]=[CH:35][C:21]1=2)[CH3:19].[F-].C([N+](CCCC)(CCCC)CCCC)CCC, predict the reaction product. The product is: [CH2:18]([N:20]1[C:26](=[O:27])[C:25]([CH3:29])([CH3:28])[C:24](=[O:30])[N:23]([CH3:31])[C:22]2[CH:32]=[C:33]([CH2:36][N:37]([CH2:14][C:13]3[CH:12]=[N:11][C:10]([CH2:9][OH:8])=[CH:17][CH:16]=3)[CH2:38][CH2:39][N:40]3[CH:49]=[CH:48][C:47]4[C:42](=[CH:43][CH:44]=[CH:45][CH:46]=4)[C:41]3=[O:50])[CH:34]=[CH:35][C:21]1=2)[CH3:19]. (4) Given the reactants Cl[CH2:2][C:3]([N:5]1[C@@H:9]([C:10]#[CH:11])[CH2:8][CH2:7][C@H:6]1[C:12]#[N:13])=[O:4].[NH2:14][C:15]1([CH3:29])[CH2:20][CH2:19][N:18]([C:21]2[CH:26]=[C:25]([C:27]#[N:28])[CH:24]=[CH:23][N:22]=2)[CH2:17][CH2:16]1.C(N(C(C)C)CC)(C)C, predict the reaction product. The product is: [C:12]([C@@H:6]1[CH2:7][CH2:8][C@H:9]([C:10]#[CH:11])[N:5]1[C:3](=[O:4])[CH2:2][NH:14][C:15]1([CH3:29])[CH2:20][CH2:19][N:18]([C:21]2[CH:26]=[C:25]([C:27]#[N:28])[CH:24]=[CH:23][N:22]=2)[CH2:17][CH2:16]1)#[N:13].